This data is from NCI-60 drug combinations with 297,098 pairs across 59 cell lines. The task is: Regression. Given two drug SMILES strings and cell line genomic features, predict the synergy score measuring deviation from expected non-interaction effect. (1) Drug 1: CS(=O)(=O)C1=CC(=C(C=C1)C(=O)NC2=CC(=C(C=C2)Cl)C3=CC=CC=N3)Cl. Drug 2: C1CCC(CC1)NC(=O)N(CCCl)N=O. Cell line: NCI-H460. Synergy scores: CSS=4.12, Synergy_ZIP=0.569, Synergy_Bliss=6.10, Synergy_Loewe=0.389, Synergy_HSA=5.83. (2) Drug 1: CCC1=CC2CC(C3=C(CN(C2)C1)C4=CC=CC=C4N3)(C5=C(C=C6C(=C5)C78CCN9C7C(C=CC9)(C(C(C8N6C)(C(=O)OC)O)OC(=O)C)CC)OC)C(=O)OC.C(C(C(=O)O)O)(C(=O)O)O. Drug 2: CC1=C(C(=O)C2=C(C1=O)N3CC4C(C3(C2COC(=O)N)OC)N4)N. Cell line: 786-0. Synergy scores: CSS=45.2, Synergy_ZIP=2.75, Synergy_Bliss=2.00, Synergy_Loewe=1.36, Synergy_HSA=3.80. (3) Drug 1: COC1=NC(=NC2=C1N=CN2C3C(C(C(O3)CO)O)O)N. Drug 2: COC1=C2C(=CC3=C1OC=C3)C=CC(=O)O2. Cell line: SK-MEL-28. Synergy scores: CSS=-6.30, Synergy_ZIP=1.45, Synergy_Bliss=-0.0278, Synergy_Loewe=-2.20, Synergy_HSA=-3.15. (4) Drug 1: CC(C1=C(C=CC(=C1Cl)F)Cl)OC2=C(N=CC(=C2)C3=CN(N=C3)C4CCNCC4)N. Cell line: RXF 393. Synergy scores: CSS=3.54, Synergy_ZIP=1.31, Synergy_Bliss=5.90, Synergy_Loewe=4.16, Synergy_HSA=4.12. Drug 2: CCC(=C(C1=CC=CC=C1)C2=CC=C(C=C2)OCCN(C)C)C3=CC=CC=C3.C(C(=O)O)C(CC(=O)O)(C(=O)O)O. (5) Drug 1: CC12CCC3C(C1CCC2=O)CC(=C)C4=CC(=O)C=CC34C. Drug 2: CCC1=CC2CC(C3=C(CN(C2)C1)C4=CC=CC=C4N3)(C5=C(C=C6C(=C5)C78CCN9C7C(C=CC9)(C(C(C8N6C)(C(=O)OC)O)OC(=O)C)CC)OC)C(=O)OC.C(C(C(=O)O)O)(C(=O)O)O. Cell line: HOP-62. Synergy scores: CSS=25.6, Synergy_ZIP=-2.86, Synergy_Bliss=0.167, Synergy_Loewe=-0.590, Synergy_HSA=2.47. (6) Drug 1: C1=NC2=C(N1)C(=S)N=C(N2)N. Drug 2: C1=NNC2=C1C(=O)NC=N2. Cell line: HCT-15. Synergy scores: CSS=32.7, Synergy_ZIP=-2.08, Synergy_Bliss=-2.43, Synergy_Loewe=-22.5, Synergy_HSA=-4.58.